From a dataset of NCI-60 drug combinations with 297,098 pairs across 59 cell lines. Regression. Given two drug SMILES strings and cell line genomic features, predict the synergy score measuring deviation from expected non-interaction effect. Drug 1: C1CCC(C1)C(CC#N)N2C=C(C=N2)C3=C4C=CNC4=NC=N3. Drug 2: C1=NC(=NC(=O)N1C2C(C(C(O2)CO)O)O)N. Cell line: SK-MEL-2. Synergy scores: CSS=7.65, Synergy_ZIP=1.41, Synergy_Bliss=5.38, Synergy_Loewe=-16.7, Synergy_HSA=-0.195.